This data is from Catalyst prediction with 721,799 reactions and 888 catalyst types from USPTO. The task is: Predict which catalyst facilitates the given reaction. (1) Reactant: FC(F)(F)C(O)=O.CC(C)(OC([N:14]([CH:22]([C:29]1[CH:34]=[CH:33][C:32]([NH:35][C:36]([CH:38]2[O:42][N:41]=[C:40]([C:43]3[CH:44]=[N:45][CH:46]=[CH:47][CH:48]=3)[CH2:39]2)=[O:37])=[CH:31][CH:30]=1)[C:23]1[CH:28]=[CH:27][CH:26]=[CH:25][CH:24]=1)C(=O)OC(C)(C)C)=O)C. Product: [NH2:14][CH:22]([C:23]1[CH:24]=[CH:25][CH:26]=[CH:27][CH:28]=1)[C:29]1[CH:30]=[CH:31][C:32]([NH:35][C:36]([CH:38]2[O:42][N:41]=[C:40]([C:43]3[CH:44]=[N:45][CH:46]=[CH:47][CH:48]=3)[CH2:39]2)=[O:37])=[CH:33][CH:34]=1. The catalyst class is: 2. (2) Reactant: [CH3:1][NH:2][C:3]1[CH:7]=[C:6]([C:8]2[CH:13]=[CH:12][N:11]=[CH:10][CH:9]=2)[S:5][C:4]=1[C:14]([O:16]C)=[O:15].C[O-].[Na+].CO.Cl. Product: [CH3:1][NH:2][C:3]1[CH:7]=[C:6]([C:8]2[CH:9]=[CH:10][N:11]=[CH:12][CH:13]=2)[S:5][C:4]=1[C:14]([OH:16])=[O:15]. The catalyst class is: 6. (3) Product: [F:1][C:2]1[CH:3]=[CH:4][C:5]([O:6][C:7]2[CH:12]=[CH:11][C:10]([N:13]3[C:40]([OH:41])=[C:39]([OH:42])[N:16]([C:17]4[CH:18]=[CH:19][C:20]([O:23][C:24]5[CH:29]=[CH:28][N:27]=[C:26]6[NH:30][N:31]=[CH:32][C:25]=56)=[CH:21][CH:22]=4)[C:14]3=[O:15])=[CH:9][C:8]=2[C:33]([F:35])([F:36])[F:34])=[CH:37][CH:38]=1. The catalyst class is: 11. Reactant: [F:1][C:2]1[CH:38]=[CH:37][C:5]([O:6][C:7]2[CH:12]=[CH:11][C:10]([NH:13][C:14]([NH:16][C:17]3[CH:22]=[CH:21][C:20]([O:23][C:24]4[CH:29]=[CH:28][N:27]=[C:26]5[NH:30][N:31]=[CH:32][C:25]=45)=[CH:19][CH:18]=3)=[O:15])=[CH:9][C:8]=2[C:33]([F:36])([F:35])[F:34])=[CH:4][CH:3]=1.[C:39](O)(=[O:42])[CH:40]=[O:41]. (4) Reactant: [C:1]([O:5][C:6](=[O:39])[NH:7][C@@H:8]([CH2:37][OH:38])[CH2:9][O:10][CH2:11][CH2:12][CH2:13][CH2:14][CH2:15][CH2:16][CH2:17][CH2:18][CH2:19][CH2:20][CH2:21][N:22](CC1C=CC=CC=1)CC1C=CC=CC=1)([CH3:4])([CH3:3])[CH3:2].C([O-])=O.[NH4+]. Product: [C:1]([O:5][C:6](=[O:39])[NH:7][C@@H:8]([CH2:37][OH:38])[CH2:9][O:10][CH2:11][CH2:12][CH2:13][CH2:14][CH2:15][CH2:16][CH2:17][CH2:18][CH2:19][CH2:20][CH2:21][NH2:22])([CH3:4])([CH3:2])[CH3:3]. The catalyst class is: 19.